Dataset: Full USPTO retrosynthesis dataset with 1.9M reactions from patents (1976-2016). Task: Predict the reactants needed to synthesize the given product. Given the product [Cl:10][C:11]1[C:12]([O:9][CH2:8][C@H:5]2[CH2:6][CH2:7][C@H:2]([CH3:1])[CH2:3][CH2:4]2)=[CH:13][C:14]([F:24])=[C:15]([CH:23]=1)[C:16]([O:18][C:19]([CH3:20])([CH3:21])[CH3:22])=[O:17], predict the reactants needed to synthesize it. The reactants are: [CH3:1][C@H:2]1[CH2:7][CH2:6][C@H:5]([CH2:8][OH:9])[CH2:4][CH2:3]1.[Cl:10][C:11]1[C:12](F)=[CH:13][C:14]([F:24])=[C:15]([CH:23]=1)[C:16]([O:18][C:19]([CH3:22])([CH3:21])[CH3:20])=[O:17].C(=O)([O-])[O-].[Cs+].[Cs+].